From a dataset of Full USPTO retrosynthesis dataset with 1.9M reactions from patents (1976-2016). Predict the reactants needed to synthesize the given product. (1) Given the product [CH:16]([C:19]1[CH:24]=[CH:23][C:22]([NH:25][C:26]([N:12]2[CH2:13][CH2:14][CH2:15][N:9]([C:7](=[O:8])[CH2:6][CH:1]3[CH2:5][CH2:4][CH2:3][CH2:2]3)[CH2:10][CH2:11]2)=[S:27])=[CH:21][CH:20]=1)([CH3:18])[CH3:17], predict the reactants needed to synthesize it. The reactants are: [CH:1]1([CH2:6][C:7]([N:9]2[CH2:15][CH2:14][CH2:13][NH:12][CH2:11][CH2:10]2)=[O:8])[CH2:5][CH2:4][CH2:3][CH2:2]1.[CH:16]([C:19]1[CH:24]=[CH:23][C:22]([N:25]=[C:26]=[S:27])=[CH:21][CH:20]=1)([CH3:18])[CH3:17].CO. (2) Given the product [CH3:21][O:20][C:17]1[CH:18]=[C:19]2[C:14]([N:13]=[CH:12][C:11](=[O:22])[N:10]2[CH2:9][CH2:8][N:5]2[CH2:4][CH2:3][CH:2]([NH:1][CH2:33][C:30]3[CH:29]=[C:28]([C:24]4[S:23][CH:27]=[CH:26][CH:25]=4)[O:32][N:31]=3)[CH2:7][CH2:6]2)=[CH:15][CH:16]=1, predict the reactants needed to synthesize it. The reactants are: [NH2:1][CH:2]1[CH2:7][CH2:6][N:5]([CH2:8][CH2:9][N:10]2[C:19]3[C:14](=[CH:15][CH:16]=[C:17]([O:20][CH3:21])[CH:18]=3)[N:13]=[CH:12][C:11]2=[O:22])[CH2:4][CH2:3]1.[S:23]1[CH:27]=[CH:26][CH:25]=[C:24]1[C:28]1[O:32][N:31]=[C:30]([CH:33]=O)[CH:29]=1.C(O[BH-](OC(=O)C)OC(=O)C)(=O)C.[Na+].C(=O)([O-])O.[Na+]. (3) Given the product [O:9]1[C:14]2[CH:30]=[CH:25][C:26]([C:6]3[CH:5]=[CH:4][N:3]=[C:2]([Cl:1])[N:7]=3)=[CH:27][C:13]=2[O:12][CH2:11]1, predict the reactants needed to synthesize it. The reactants are: [Cl:1][C:2]1[N:7]=[C:6](Cl)[CH:5]=[CH:4][N:3]=1.[O:9]1[CH2:14][CH2:13][O:12][CH2:11]C1.C(Cl)Cl.[O-]S([O-])(=O)=O.[Na+].[Na+].[C:25]1(C)[CH:30]=CC=[CH:27][CH:26]=1. (4) Given the product [CH3:1][O:2][C:3]([C:5]1[CH:6]=[C:7]([C:12]2[CH:17]=[CH:16][C:15]([CH3:18])=[CH:14][CH:13]=2)[CH:8]=[C:9]([NH:11][C:25](=[O:27])[CH3:26])[CH:10]=1)=[O:4], predict the reactants needed to synthesize it. The reactants are: [CH3:1][O:2][C:3]([C:5]1[CH:6]=[C:7]([C:12]2[CH:17]=[CH:16][C:15]([CH3:18])=[CH:14][CH:13]=2)[CH:8]=[C:9]([NH2:11])[CH:10]=1)=[O:4].N1C=CC=CC=1.[C:25](OC(=O)C)(=[O:27])[CH3:26]. (5) Given the product [O:1]=[C:2]1[NH:10][C:5]2=[N:6][CH:7]=[CH:8][CH:9]=[C:4]2[C:3]21[CH2:21][C:13]1=[N:14][C:15]([NH:24][C:27](=[O:36])[O:50][C:46]([CH3:49])([CH3:48])[CH3:47])=[CH:16][CH:17]=[C:12]1[CH2:11]2, predict the reactants needed to synthesize it. The reactants are: [O:1]=[C:2]1[NH:10][C:5]2=[N:6][CH:7]=[CH:8][CH:9]=[C:4]2[C:3]21[CH2:21][C:13]1=[N:14][C:15](C(O)=O)=[CH:16][CH:17]=[C:12]1[CH2:11]2.C([N:24]([CH2:27]C)CC)C.C1(P(N=[N+]=[N-])(C2C=CC=CC=2)=[O:36])C=CC=CC=1.[C:46]([OH:50])([CH3:49])([CH3:48])[CH3:47]. (6) Given the product [O:14]1[C:13]2[C:12]3[CH:21]=[CH:22][C:9]([N:5]4[CH2:4][C@H:3]([CH2:2][NH:1][C:32](=[O:33])[C:31]([F:42])([F:41])[F:30])[O:7][C:6]4=[O:8])=[CH:10][C:11]=3[CH2:20][CH2:19][CH2:18][C:17]=2[CH:16]=[N:15]1, predict the reactants needed to synthesize it. The reactants are: [NH2:1][CH2:2][C@@H:3]1[O:7][C:6](=[O:8])[N:5]([C:9]2[CH:22]=[CH:21][C:12]3[C:13]4[O:14][N:15]=[CH:16][C:17]=4[CH2:18][CH2:19][CH2:20][C:11]=3[CH:10]=2)[CH2:4]1.C(N(CC)CC)C.[F:30][C:31]([F:42])([F:41])[C:32](O[C:32](=[O:33])[C:31]([F:42])([F:41])[F:30])=[O:33]. (7) Given the product [NH2:1][C:2]1[NH:3][C:4](=[O:42])[C:5]2[N:6]=[CH:7][N:8]([C@@H:11]3[O:15][C@H:14]([CH2:16][NH:17][C:18]4[C:19](=[O:39])[C:20](=[O:38])[C:21]=4[NH:22][CH2:23][CH2:24][N:25]([CH2:26]/[CH:27]=[CH:28]/[C:29]([N:30]4[CH2:35][CH2:34][N:33]([C:53](=[O:54])[CH2:52][NH:51][C:47]5[CH:48]=[C:49]([I:50])[C:44]([Cl:43])=[CH:45][C:46]=5[O:56][CH3:57])[CH2:32][CH2:31]4)=[O:36])[CH3:37])[C@@H:13]([OH:40])[C@H:12]3[OH:41])[C:9]=2[N:10]=1, predict the reactants needed to synthesize it. The reactants are: [NH2:1][C:2]1[NH:3][C:4](=[O:42])[C:5]2[N:6]=[CH:7][N:8]([C@@H:11]3[O:15][C@H:14]([CH2:16][NH:17][C:18]4[C:19](=[O:39])[C:20](=[O:38])[C:21]=4[NH:22][CH2:23][CH2:24][N:25]([CH3:37])[CH2:26]/[CH:27]=[CH:28]/[C:29](=[O:36])[N:30]4[CH2:35][CH2:34][NH:33][CH2:32][CH2:31]4)[C@@H:13]([OH:40])[C@H:12]3[OH:41])[C:9]=2[N:10]=1.[Cl:43][C:44]1[C:49]([I:50])=[CH:48][C:47]([NH:51][CH2:52][C:53](O)=[O:54])=[C:46]([O:56][CH3:57])[CH:45]=1.CN(C(ON1N=NC2C=CC=NC1=2)=[N+](C)C)C.F[P-](F)(F)(F)(F)F.CCN(C(C)C)C(C)C. (8) The reactants are: C[N:2]([CH3:13])[C:3](=[O:12])[C:4]1[CH:9]=[CH:8][CH:7]=[C:6]([CH3:10])[C:5]=1[CH3:11].C([CH:16]1[CH2:24][CH:23]2[N:19]([CH2:20][CH2:21][CH2:22]2)[CH2:18][CH2:17]1)#N. Given the product [CH3:10][C:6]1[CH:7]=[CH:8][CH:9]=[C:4]2[C:5]=1[CH:11]=[C:13]([CH:16]1[CH2:24][CH:23]3[N:19]([CH2:20][CH2:21][CH2:22]3)[CH2:18][CH2:17]1)[NH:2][C:3]2=[O:12], predict the reactants needed to synthesize it. (9) Given the product [F:26][C:27]1[C:28]([O:47][CH3:48])=[C:29](/[C:34](=[CH:45]\[CH3:46])/[CH2:35][C:36]([C:40]([F:42])([F:43])[F:41])([OH:44])[CH2:37][OH:38])[CH:30]=[CH:31][C:32]=1[F:33], predict the reactants needed to synthesize it. The reactants are: FC1C(F)=CC=C(C(=C)CC)C=1OC.FC(F)(F)C(=O)C(OCC)=O.[F:26][C:27]1[C:28]([O:47][CH3:48])=[C:29](/[C:34](=[CH:45]\[CH3:46])/[CH2:35][C:36]([OH:44])([C:40]([F:43])([F:42])[F:41])[C:37]([O-])=[O:38])[CH:30]=[CH:31][C:32]=1[F:33].[H-].[Al+3].[Li+].[H-].[H-].[H-].[Cl-].[NH4+].